Dataset: Forward reaction prediction with 1.9M reactions from USPTO patents (1976-2016). Task: Predict the product of the given reaction. Given the reactants [Cl:1][C:2]1[C@@H:3]([OH:9])[C@@H:4]([OH:8])[CH2:5][CH2:6][CH:7]=1.[C:10]1([S:16](Cl)(=[O:18])=[O:17])[CH:15]=[CH:14][CH:13]=[CH:12][CH:11]=1.CCN(CC)CC, predict the reaction product. The product is: [Cl:1][C:2]1[C@@H:3]([OH:9])[C@@H:4]([O:8][S:16]([C:10]2[CH:15]=[CH:14][CH:13]=[CH:12][CH:11]=2)(=[O:18])=[O:17])[CH2:5][CH2:6][CH:7]=1.